From a dataset of Forward reaction prediction with 1.9M reactions from USPTO patents (1976-2016). Predict the product of the given reaction. (1) Given the reactants [CH2:1]([CH:5]([CH2:11][C:12]1[CH:17]=[CH:16][C:15]([O:18][CH2:19][CH2:20][NH:21][C:22]([C:24]2[CH:25]=[CH:26][C:27]([OH:30])=[N:28][CH:29]=2)=[O:23])=[CH:14][CH:13]=1)[C:6]([O:8]CC)=[O:7])[CH2:2][CH2:3][CH3:4].[OH-].[Na+], predict the reaction product. The product is: [CH2:1]([CH:5]([CH2:11][C:12]1[CH:13]=[CH:14][C:15]([O:18][CH2:19][CH2:20][NH:21][C:22]([C:24]2[CH:25]=[CH:26][C:27]([OH:30])=[N:28][CH:29]=2)=[O:23])=[CH:16][CH:17]=1)[C:6]([OH:8])=[O:7])[CH2:2][CH2:3][CH3:4]. (2) Given the reactants [N+:1]([C:4]1[CH:33]=[CH:32][C:7]([C:8]([NH:10][CH2:11][C:12](=[O:31])[N:13]2[CH2:18][CH2:17][N:16]([C:19](=[O:30])[C:20]3[CH:25]=[CH:24][CH:23]=[CH:22][C:21]=3[C:26]([F:29])([F:28])[F:27])[CH2:15][CH2:14]2)=[O:9])=[CH:6][CH:5]=1)([O-])=O, predict the reaction product. The product is: [NH2:1][C:4]1[CH:5]=[CH:6][C:7]([C:8]([NH:10][CH2:11][C:12](=[O:31])[N:13]2[CH2:18][CH2:17][N:16]([C:19](=[O:30])[C:20]3[CH:25]=[CH:24][CH:23]=[CH:22][C:21]=3[C:26]([F:29])([F:28])[F:27])[CH2:15][CH2:14]2)=[O:9])=[CH:32][CH:33]=1. (3) Given the reactants [CH2:1]([O:8][C:9]([N:11]1[CH2:16][CH2:15][CH2:14][CH2:13][C@H:12]1[C:17]1[NH:21][C:20]2[CH:22]=[CH:23][C:24]([C:26]#[CH:27])=[CH:25][C:19]=2[N:18]=1)=[O:10])[C:2]1[CH:7]=[CH:6][CH:5]=[CH:4][CH:3]=1, predict the reaction product. The product is: [CH2:1]([O:8][C:9]([N:11]1[CH2:16][CH2:15][CH2:14][CH2:13][C@H:12]1[C:17]1[NH:21][C:20]2[CH:22]=[CH:23][C:24]([C:26]#[C:27][C:27]#[C:26][C:24]3[CH:23]=[CH:22][C:20]4[NH:21][C:17]([C@@H:12]5[CH2:13][CH2:14][CH2:15][CH2:16][N:11]5[C:9]([O:8][CH2:1][C:2]5[CH:7]=[CH:6][CH:5]=[CH:4][CH:3]=5)=[O:10])=[N:18][C:19]=4[CH:25]=3)=[CH:25][C:19]=2[N:18]=1)=[O:10])[C:2]1[CH:3]=[CH:4][CH:5]=[CH:6][CH:7]=1. (4) The product is: [C:16]([O:15][C:13]([N:10]1[CH2:11][CH2:12][CH:7]([OH:6])[CH:8]([C:20]([OH:22])=[O:21])[CH2:9]1)=[O:14])([CH3:19])([CH3:17])[CH3:18]. Given the reactants O1CCCC1.[OH:6][CH:7]1[CH2:12][CH2:11][N:10]([C:13]([O:15][C:16]([CH3:19])([CH3:18])[CH3:17])=[O:14])[CH2:9][CH:8]1[C:20]([O:22]C)=[O:21].[OH-].[Li+].Cl, predict the reaction product. (5) Given the reactants [Cl:1][C:2]1[S:6][C:5]([S:7](Cl)(=[O:9])=[O:8])=[CH:4][CH:3]=1.[CH2:11]([CH:13]([CH2:18][CH2:19][OH:20])[CH:14](C)[CH2:15][OH:16])[CH3:12].C([N:23](CC)CC)C.CCOC(C)=O.CCCCCC, predict the reaction product. The product is: [Cl:1][C:2]1[S:6][C:5]([S:7]([NH:23][CH:14]([CH2:15][OH:16])[CH:13]([CH2:11][CH3:12])[CH2:18][CH2:19][OH:20])(=[O:9])=[O:8])=[CH:4][CH:3]=1. (6) Given the reactants [CH2:1]([N:8]1[C:16]2[C:11](=[C:12]([C:17]3[CH:26]=[C:25]4[C:20]([CH:21]=[CH:22][CH:23]=[N:24]4)=[C:19](Cl)[N:18]=3)[CH:13]=[CH:14][CH:15]=2)[CH:10]=[CH:9]1)[C:2]1[CH:7]=[CH:6][CH:5]=[CH:4][CH:3]=1.[NH:28]1[CH2:33][CH2:32][O:31][CH2:30][CH2:29]1, predict the reaction product. The product is: [CH2:1]([N:8]1[C:16]2[C:11](=[C:12]([C:17]3[CH:26]=[C:25]4[C:20]([CH:21]=[CH:22][CH:23]=[N:24]4)=[C:19]([N:28]4[CH2:33][CH2:32][O:31][CH2:30][CH2:29]4)[N:18]=3)[CH:13]=[CH:14][CH:15]=2)[CH:10]=[CH:9]1)[C:2]1[CH:7]=[CH:6][CH:5]=[CH:4][CH:3]=1. (7) Given the reactants CCO.C(O[C:7]([C:9]1[CH:10]=[N:11][C:12]2[C:17]([C:18]=1Cl)=[CH:16][CH:15]=[CH:14][CH:13]=2)=[O:8])C.[CH3:20][O:21][C:22]1[CH:27]=[CH:26][C:25]([NH:28][NH2:29])=[CH:24][CH:23]=1, predict the reaction product. The product is: [CH3:20][O:21][C:22]1[CH:27]=[CH:26][C:25]([N:28]2[C:7](=[O:8])[C:9]3[CH:10]=[N:11][C:12]4[CH:13]=[CH:14][CH:15]=[CH:16][C:17]=4[C:18]=3[NH:29]2)=[CH:24][CH:23]=1. (8) Given the reactants [CH3:1][S:2]([C:5]1[CH:6]=[CH:7][C:8]2[O:13][CH2:12][C@H:11]([CH2:14][OH:15])[O:10][C:9]=2[CH:16]=1)(=[O:4])=[O:3].[C:17]1([CH3:27])[CH:22]=[CH:21][C:20]([S:23](Cl)(=[O:25])=[O:24])=[CH:19][CH:18]=1, predict the reaction product. The product is: [CH3:27][C:17]1[CH:22]=[CH:21][C:20]([S:23]([O:15][CH2:14][C@@H:11]2[O:10][C:9]3[CH:16]=[C:5]([S:2]([CH3:1])(=[O:3])=[O:4])[CH:6]=[CH:7][C:8]=3[O:13][CH2:12]2)(=[O:25])=[O:24])=[CH:19][CH:18]=1. (9) Given the reactants [Cl:1][C:2]1[CH:7]=[CH:6][C:5]([NH:8][C:9](=[O:21])[C:10]([NH:13]C(=O)OC(C)(C)C)([CH3:12])[CH3:11])=[CH:4][C:3]=1[NH:22][S:23]([C:26]1[CH:31]=[CH:30][C:29]([C:32]2[O:33][C:34]([CH3:37])=[CH:35][CH:36]=2)=[C:28]([F:38])[CH:27]=1)(=[O:25])=[O:24].Cl, predict the reaction product. The product is: [ClH:1].[Cl:1][C:2]1[CH:7]=[CH:6][C:5]([NH:8][C:9](=[O:21])[C:10]([CH3:12])([CH3:11])[NH2:13])=[CH:4][C:3]=1[NH:22][S:23]([C:26]1[CH:31]=[CH:30][C:29]([C:32]2[O:33][C:34]([CH3:37])=[CH:35][CH:36]=2)=[C:28]([F:38])[CH:27]=1)(=[O:25])=[O:24].